Dataset: Full USPTO retrosynthesis dataset with 1.9M reactions from patents (1976-2016). Task: Predict the reactants needed to synthesize the given product. (1) The reactants are: [CH3:1][C:2]([CH3:18])([C:6](=[O:17])[NH:7][S:8]([C:11]1[CH:16]=[CH:15][CH:14]=[CH:13][CH:12]=1)(=[O:10])=[O:9])[C:3]([OH:5])=[O:4].[F:19][C:20]([F:32])([F:31])C1C=C(S(Cl)(=O)=O)C=CC=1. Given the product [CH3:1][C:2]([CH3:18])([C:6](=[O:17])[NH:7][S:8]([C:11]1[CH:16]=[CH:15][CH:14]=[C:13]([C:20]([F:32])([F:31])[F:19])[CH:12]=1)(=[O:10])=[O:9])[C:3]([OH:5])=[O:4], predict the reactants needed to synthesize it. (2) Given the product [F:3][C:4]1[CH:9]=[C:8]([N+:10]([O-:12])=[O:11])[CH:7]=[CH:6][C:5]=1[N:13]([CH3:28])[C:14]1[C:23]2[C:18](=[CH:19][C:20]([O:26][CH3:27])=[C:21]([O:24][CH3:25])[CH:22]=2)[N:17]=[CH:16][CH:15]=1, predict the reactants needed to synthesize it. The reactants are: [H-].[Na+].[F:3][C:4]1[CH:9]=[C:8]([N+:10]([O-:12])=[O:11])[CH:7]=[CH:6][C:5]=1[NH:13][C:14]1[C:23]2[C:18](=[CH:19][C:20]([O:26][CH3:27])=[C:21]([O:24][CH3:25])[CH:22]=2)[N:17]=[CH:16][CH:15]=1.[CH3:28]I. (3) Given the product [CH3:20][N:21]1[CH:25]=[CH:24][CH:23]=[C:22]1[CH2:26][N:4]1[CH2:3][CH2:2][N:1]([C:7]2[CH:8]=[CH:9][C:10]3[N:11]([C:13]([C:16]([F:17])([F:18])[F:19])=[N:14][N:15]=3)[N:12]=2)[CH2:6][CH2:5]1, predict the reactants needed to synthesize it. The reactants are: [N:1]1([C:7]2[CH:8]=[CH:9][C:10]3[N:11]([C:13]([C:16]([F:19])([F:18])[F:17])=[N:14][N:15]=3)[N:12]=2)[CH2:6][CH2:5][NH:4][CH2:3][CH2:2]1.[CH3:20][N:21]1[CH:25]=[CH:24][CH:23]=[C:22]1[CH:26]=O. (4) The reactants are: CCN=C=NCCCN(C)C.[CH2:12]1[C:17](=[O:18])[N:16]([OH:19])[C:14](=[O:15])[CH:13]1[S:20]([O-:23])(=[O:22])=[O:21].[Na+]. Given the product [S:20]([CH:13]1[CH2:12][C:17](=[O:18])[N:16]([OH:19])[C:14]1=[O:15])([OH:23])(=[O:21])=[O:22], predict the reactants needed to synthesize it. (5) The reactants are: [Cl:1][C:2]1[CH:7]=[C:6]([N+:8]([O-:10])=[O:9])[CH:5]=[C:4]([Cl:11])[C:3]=1I.[CH:13]1([B-](F)(F)F)[CH2:15][CH2:14]1.[K+].C(=O)([O-])[O-].[K+].[K+].O1CCCC1. Given the product [Cl:1][C:2]1[CH:7]=[C:6]([N+:8]([O-:10])=[O:9])[CH:5]=[C:4]([Cl:11])[C:3]=1[CH:13]1[CH2:15][CH2:14]1, predict the reactants needed to synthesize it.